Dataset: Catalyst prediction with 721,799 reactions and 888 catalyst types from USPTO. Task: Predict which catalyst facilitates the given reaction. (1) Reactant: [Cl:1][C:2]1[CH:7]=[CH:6][C:5]([S:8]([N:11]([CH2:21][C:22]2[CH:23]=[CH:24][C:25]([O:32][CH3:33])=[C:26]([CH:31]=2)[C:27]([O:29]C)=[O:28])[C@H:12]([C:15]2[CH:20]=[CH:19][CH:18]=[CH:17][CH:16]=2)[CH2:13][OH:14])(=[O:10])=[O:9])=[CH:4][CH:3]=1.O.[OH-].[Li+]. Product: [Cl:1][C:2]1[CH:7]=[CH:6][C:5]([S:8]([N:11]([CH2:21][C:22]2[CH:23]=[CH:24][C:25]([O:32][CH3:33])=[C:26]([CH:31]=2)[C:27]([OH:29])=[O:28])[C@H:12]([C:15]2[CH:20]=[CH:19][CH:18]=[CH:17][CH:16]=2)[CH2:13][OH:14])(=[O:10])=[O:9])=[CH:4][CH:3]=1. The catalyst class is: 20. (2) Reactant: [Cl:1][C:2]1[CH:7]=[C:6]([CH2:8][NH:9][CH2:10][C@H:11]([OH:24])[C:12]2[CH:21]=[CH:20][C:19]([OH:22])=[C:18]3[C:13]=2[CH:14]=[CH:15][C:16](=[O:23])[NH:17]3)[C:5]([O:25][CH3:26])=[CH:4][C:3]=1[NH:27][C:28]([CH2:30][CH2:31][N:32]1[CH2:37][CH2:36][CH:35]([O:38][C:39](=[O:53])[NH:40][C:41]2[CH:46]=[CH:45][CH:44]=[CH:43][C:42]=2[C:47]2[CH:52]=[CH:51][CH:50]=[CH:49][CH:48]=2)[CH2:34][CH2:33]1)=[O:29].[C:54]([OH:61])(=[O:60])[CH2:55][CH2:56][C:57]([OH:59])=[O:58]. Product: [C:54]([OH:61])(=[O:60])[CH2:55][CH2:56][C:57]([OH:59])=[O:58].[Cl:1][C:2]1[CH:7]=[C:6]([CH2:8][NH:9][CH2:10][C@H:11]([OH:24])[C:12]2[CH:21]=[CH:20][C:19]([OH:22])=[C:18]3[C:13]=2[CH:14]=[CH:15][C:16](=[O:23])[NH:17]3)[C:5]([O:25][CH3:26])=[CH:4][C:3]=1[NH:27][C:28]([CH2:30][CH2:31][N:32]1[CH2:37][CH2:36][CH:35]([O:38][C:39](=[O:53])[NH:40][C:41]2[CH:46]=[CH:45][CH:44]=[CH:43][C:42]=2[C:47]2[CH:48]=[CH:49][CH:50]=[CH:51][CH:52]=2)[CH2:34][CH2:33]1)=[O:29]. The catalyst class is: 92.